Dataset: Experimentally validated miRNA-target interactions with 360,000+ pairs, plus equal number of negative samples. Task: Binary Classification. Given a miRNA mature sequence and a target amino acid sequence, predict their likelihood of interaction. (1) The miRNA is mmu-let-7g-5p with sequence UGAGGUAGUAGUUUGUACAGUU. The protein sequence of the target gene is MEDEVVRFAKKMDKMVQKKNAAGALDLLKELKNIPMTLELLQSTRIGMSVNAIRKQSTDEEVTSLAKSLIKSWKKLLDGPSTEKDLDEKKKEPAITSQNSPEAREESTSSGNVSNRKDETNARDTYVSSFPRAPSTSDSVRLKCREMLAAALRTGDDYIAIGADEEELGSQIEEAIYQEIRNTDMKYKNRVRSRISNLKDAKNPNLRKNVLCGNIPPDLFARMTAEEMASDELKEMRKNLTKEAIREHQMAKTGGTQTDLFTCGKCKKKNCTYTQVQTRSADEPMTTFVVCNECGNRWKF.... Result: 0 (no interaction). (2) The miRNA is hsa-miR-485-5p with sequence AGAGGCUGGCCGUGAUGAAUUC. The protein sequence of the target gene is MESQKEARTLQEPVARPSGASSSQTPNDKERREGGAVPAAAALGAEADDDSADGLWELPVEPAERRPECTRCSRPQKVCLCPFLPAHPLHISTHLYIIQHPAEENKVLRTVPLLAACLPQDKCKVKIGRRFSEERDPELSTVCRKSGTLILYPGAEAANLEEFILDSPVYPSTIIIIDGTWSQAKDIFYKNSLFRHPKQVQLKTSISSQYVIRMQPTNRCLSTLECAAVALSILEKNNYIQETLLRPLQALCSFQLQHGAQIRLSKEHLLKNGLYPKPMPKNKRKLRKMELLMNSVKI. Result: 1 (interaction). (3) The miRNA is hsa-miR-7-1-3p with sequence CAACAAAUCACAGUCUGCCAUA. The protein sequence of the target gene is MQAERGARGGRGRRPGRGRPGGDRHSERPGAAAAVARGGGGGGGGDGGGRRGRGRGRGFRGARGGRGGGGAPRGSRREPGGWGAGASAPVEDDSDAETYGEENDEQGNYSKRKIVSNWDRYQDIEKEVNNESGESQRGTDFSVLLSSAGDSFSQFRFAEEKEWDSEASCPKQNSAFYVDSELLVRALQELPLCLRLNVAAELVQGTVPLEVPQVKPKRTDDGKGLGMQLKGPLGPGGRGPIFELKSVAAGCPVLLGKDNPSPGPSRDSQKPTSPLQSAGDHLEEELDLLLNLDAPIKEGD.... Result: 0 (no interaction). (4) The miRNA is hsa-miR-4302 with sequence CCAGUGUGGCUCAGCGAG. The protein sequence of the target gene is MSYCRQEGKDRIIFVTKEDHETPSSAELVADDPNDPYEEHGLILPNGNINWNCPCLGGMASGPCGEQFKSAFSCFHYSTEEIKGSDCVDQFRAMQECMQKYPDLYPQEDEDEEEEREKKPAEQAEETAPIEATATKEEEGSS. Result: 1 (interaction).